This data is from Forward reaction prediction with 1.9M reactions from USPTO patents (1976-2016). The task is: Predict the product of the given reaction. (1) Given the reactants [OH-].[Li+].C[O:4][C:5](=[O:34])[CH2:6][O:7][C:8]1[CH:16]=[CH:15][CH:14]=[C:13]2[C:9]=1[CH:10]=[CH:11][N:12]2[CH2:17][C:18]1[S:22][C:21]([C:23]2[CH:28]=[CH:27][C:26]([C:29]([F:32])([F:31])[F:30])=[CH:25][CH:24]=2)=[N:20][C:19]=1[CH3:33], predict the reaction product. The product is: [CH3:33][C:19]1[N:20]=[C:21]([C:23]2[CH:24]=[CH:25][C:26]([C:29]([F:32])([F:30])[F:31])=[CH:27][CH:28]=2)[S:22][C:18]=1[CH2:17][N:12]1[C:13]2[C:9](=[C:8]([O:7][CH2:6][C:5]([OH:34])=[O:4])[CH:16]=[CH:15][CH:14]=2)[CH:10]=[CH:11]1. (2) Given the reactants [CH:1]([C:4]1[N:8]([C:9]2[N:17]=[C:16]3[C:12]([N:13]=[C:14]([CH:19]=O)[N:15]3[CH3:18])=[C:11]([N:21]3[CH2:26][CH2:25][O:24][CH2:23][CH2:22]3)[N:10]=2)[C:7]2[CH:27]=[CH:28][CH:29]=[CH:30][C:6]=2[N:5]=1)([CH3:3])[CH3:2].[CH:31]([N:34]1[CH2:39][CH2:38][NH:37][CH2:36][C:35]1=[O:40])([CH3:33])[CH3:32].C(O[BH-](OC(=O)C)OC(=O)C)(=O)C.[Na+], predict the reaction product. The product is: [CH:31]([N:34]1[CH2:39][CH2:38][N:37]([CH2:19][C:14]2[N:15]([CH3:18])[C:16]3[C:12]([N:13]=2)=[C:11]([N:21]2[CH2:22][CH2:23][O:24][CH2:25][CH2:26]2)[N:10]=[C:9]([N:8]2[C:7]4[CH:27]=[CH:28][CH:29]=[CH:30][C:6]=4[N:5]=[C:4]2[CH:1]([CH3:2])[CH3:3])[N:17]=3)[CH2:36][C:35]1=[O:40])([CH3:33])[CH3:32]. (3) Given the reactants C[O:2][C:3]([C:5]1[C:10]2[C:11]3[CH:12]=[N:13][CH:14]=[CH:15][C:16]=3[O:17][C:9]=2[C:8]([O:18][CH:19]([F:21])[F:20])=[CH:7][CH:6]=1)=[O:4].[OH-].[Na+].C(O)(=O)C, predict the reaction product. The product is: [F:21][CH:19]([F:20])[O:18][C:8]1[C:9]2[O:17][C:16]3[CH:15]=[CH:14][N:13]=[CH:12][C:11]=3[C:10]=2[C:5]([C:3]([OH:4])=[O:2])=[CH:6][CH:7]=1. (4) Given the reactants [CH3:1][CH:2]1[NH:7][CH:6]([CH3:8])[CH2:5][N:4]([C:9]2[C:13]([O:14][CH2:15][C:16]3[CH:21]=[CH:20][N:19]=[CH:18][CH:17]=3)=[N:12][S:11][N:10]=2)[CH2:3]1.ClCCl.C(N(CC)CC)C.[N:32]([C:35]1[CH:40]=[C:39]([C:41]([F:44])([F:43])[F:42])[CH:38]=[C:37]([C:45]([F:48])([F:47])[F:46])[CH:36]=1)=[C:33]=[O:34], predict the reaction product. The product is: [F:42][C:41]([F:43])([F:44])[C:39]1[CH:40]=[C:35]([NH:32][C:33]([N:7]2[CH:6]([CH3:8])[CH2:5][N:4]([C:9]3[C:13]([O:14][CH2:15][C:16]4[CH:21]=[CH:20][N:19]=[CH:18][CH:17]=4)=[N:12][S:11][N:10]=3)[CH2:3][CH:2]2[CH3:1])=[O:34])[CH:36]=[C:37]([C:45]([F:48])([F:46])[F:47])[CH:38]=1.